Regression. Given a peptide amino acid sequence and an MHC pseudo amino acid sequence, predict their binding affinity value. This is MHC class I binding data. From a dataset of Peptide-MHC class I binding affinity with 185,985 pairs from IEDB/IMGT. (1) The peptide sequence is TSYKRFVTDY. The MHC is HLA-A03:01 with pseudo-sequence HLA-A03:01. The binding affinity (normalized) is 0.320. (2) The peptide sequence is SVIGALPQGM. The MHC is H-2-Db with pseudo-sequence H-2-Db. The binding affinity (normalized) is 0. (3) The peptide sequence is RPSTRNFFEL. The MHC is HLA-B54:01 with pseudo-sequence HLA-B54:01. The binding affinity (normalized) is 0. (4) The peptide sequence is PEIRRWIIF. The MHC is HLA-B44:02 with pseudo-sequence HLA-B44:02. The binding affinity (normalized) is 0.0847. (5) The peptide sequence is EVVDMLSTY. The MHC is HLA-A02:12 with pseudo-sequence HLA-A02:12. The binding affinity (normalized) is 0.0847. (6) The peptide sequence is VPPFPRTAF. The MHC is HLA-B07:02 with pseudo-sequence HLA-B07:02. The binding affinity (normalized) is 0.414.